This data is from Full USPTO retrosynthesis dataset with 1.9M reactions from patents (1976-2016). The task is: Predict the reactants needed to synthesize the given product. Given the product [NH2:1][C:2]1[C:3](=[O:10])[N:4]([CH3:9])[CH:5]=[C:6]([C:19]2[CH:18]=[CH:17][CH:16]=[C:15]([S:12]([CH3:11])(=[O:14])=[O:13])[CH:20]=2)[N:7]=1, predict the reactants needed to synthesize it. The reactants are: [NH2:1][C:2]1[C:3](=[O:10])[N:4]([CH3:9])[CH:5]=[C:6](Br)[N:7]=1.[CH3:11][S:12]([C:15]1[CH:16]=[C:17](B(O)O)[CH:18]=[CH:19][CH:20]=1)(=[O:14])=[O:13].C([O-])([O-])=O.[Cs+].[Cs+].